This data is from Full USPTO retrosynthesis dataset with 1.9M reactions from patents (1976-2016). The task is: Predict the reactants needed to synthesize the given product. (1) Given the product [CH2:22]([O:24][C:25](=[O:35])[CH2:26][CH:27]1[C:28]2[N:5]([CH2:4][C:3]3[CH:6]=[CH:7][C:8]([Cl:10])=[CH:9][C:2]=3[Cl:1])[C:12]([CH:13]([CH3:15])[CH3:14])=[N:21][C:29]=2[CH2:30][CH2:31][CH2:32]1)[CH3:23], predict the reactants needed to synthesize it. The reactants are: [Cl:1][C:2]1[CH:9]=[C:8]([Cl:10])[CH:7]=[CH:6][C:3]=1[CH2:4][NH2:5].C(=O)[CH2:12][CH:13]([CH3:15])[CH3:14].C([O-])(=O)C.[NH4+:21].[CH2:22]([O:24][C:25](=[O:35])[CH2:26][C:27]1[CH2:32][CH2:31][CH2:30][C:29](=O)[C:28]=1O)[CH3:23]. (2) The reactants are: Br[C:2]1[CH:11]=[CH:10][C:5]([C:6]([O:8]C)=O)=[CH:4][C:3]=1[C:12]#[N:13].[C:14]([O-])(=O)[CH3:15].[K+].CC1(C)C(C)(C)OB(B2O[C:30]([CH3:33])(C)[C:29]([CH3:35])([CH3:34])O2)O1.[C:37]1(P(C2C=CC=CC=2)C2C=CC=CC=2)C=CC[CH:38]=1.C1(P(C2C=CC=CC=2)C2C=CC=CC=2)C=CC=CC=1.C(=O)([O-])[O-].[Na+].[Na+].Br[C:81]1[N:82]=[C:83]([C:88]2[S:89]C(C3C=CC=CC=3)=[N:91][N:92]=2)[C:84]([NH2:87])=[N:85][CH:86]=1.[NH:99]1[CH2:105]CC[NH:102][CH2:101][CH2:100]1.CN(C(ON1N=NC2C=CC=CC1=2)=[N+](C)C)C.[B-](F)(F)(F)F. Given the product [NH2:87][C:84]1[N:85]=[CH:86][C:81]([C:2]2[CH:11]=[CH:10][C:5]([C:6]([N:102]3[CH2:15][CH2:14][CH2:105][NH:99][CH2:100][CH2:101]3)=[O:8])=[CH:4][C:3]=2[C:12]#[N:13])=[N:82][C:83]=1[C:88]1[S:89][C:35]([C:29]2[CH:30]=[CH:33][CH:38]=[CH:37][CH:34]=2)=[N:91][N:92]=1, predict the reactants needed to synthesize it. (3) The reactants are: [NH2:1][C:2]([C:9]1[CH:18]=[CH:17][C:16]2[C:11](=[CH:12][CH:13]=[C:14]([O:19][CH2:20][CH2:21][CH2:22][CH2:23][CH2:24][CH2:25][CH3:26])[CH:15]=2)[N:10]=1)([CH3:8])[C:3](OCC)=[O:4].CO.O1CCCC1.[BH4-].[Na+]. Given the product [NH2:1][C:2]([C:9]1[CH:18]=[CH:17][C:16]2[C:11](=[CH:12][CH:13]=[C:14]([O:19][CH2:20][CH2:21][CH2:22][CH2:23][CH2:24][CH2:25][CH3:26])[CH:15]=2)[N:10]=1)([CH3:8])[CH2:3][OH:4], predict the reactants needed to synthesize it. (4) Given the product [F:11][C:10]1[C:5]([C:5]2[CH:6]=[CH:7][CH:8]=[C:9]([CH:36]=[O:39])[CH:10]=2)=[CH:6][C:7]([CH2:12][NH:13][C:14]([C:16]2[CH:17]=[C:18]([CH2:22][CH:23]3[CH2:28][CH2:27][N:26]([C:29]([O:31][C:32]([CH3:35])([CH3:34])[CH3:33])=[O:30])[CH2:25][CH2:24]3)[CH:19]=[CH:20][CH:21]=2)=[O:15])=[CH:8][CH:9]=1, predict the reactants needed to synthesize it. The reactants are: B(O)O.Br[C:5]1[CH:6]=[C:7]([CH2:12][NH:13][C:14]([C:16]2[CH:17]=[C:18]([CH2:22][CH:23]3[CH2:28][CH2:27][N:26]([C:29]([O:31][C:32]([CH3:35])([CH3:34])[CH3:33])=[O:30])[CH2:25][CH2:24]3)[CH:19]=[CH:20][CH:21]=2)=[O:15])[CH:8]=[CH:9][C:10]=1[F:11].[C:36]([O-:39])([O-])=O.[K+].[K+].